Predict which catalyst facilitates the given reaction. From a dataset of Catalyst prediction with 721,799 reactions and 888 catalyst types from USPTO. (1) Reactant: [CH3:1][O:2][N:3]([CH3:14])[C:4]([C:6]1[NH:10][N:9]=[C:8]([N+:11]([O-])=O)[CH:7]=1)=[O:5]. Product: [NH2:11][C:8]1[CH:7]=[C:6]([C:4]([N:3]([O:2][CH3:1])[CH3:14])=[O:5])[NH:10][N:9]=1. The catalyst class is: 43. (2) Reactant: Cl[C:2]1[N:11]=[C:10]([NH:12][CH2:13][CH:14]([C:21]2[CH:26]=[CH:25][CH:24]=[CH:23][CH:22]=2)[C:15]2[CH:20]=[CH:19][CH:18]=[CH:17][CH:16]=2)[C:9]2[C:4](=[CH:5][CH:6]=[CH:7][CH:8]=2)[N:3]=1.[NH:27]1[CH:31]=[CH:30][N:29]=[CH:28]1.C([O-])([O-])=O.[K+].[K+]. Product: [C:15]1([CH:14]([C:21]2[CH:26]=[CH:25][CH:24]=[CH:23][CH:22]=2)[CH2:13][NH:12][C:10]2[C:9]3[C:4](=[CH:5][CH:6]=[CH:7][CH:8]=3)[N:3]=[C:2]([N:27]3[CH:31]=[CH:30][N:29]=[CH:28]3)[N:11]=2)[CH:20]=[CH:19][CH:18]=[CH:17][CH:16]=1. The catalyst class is: 10. (3) Reactant: [CH3:1][C:2]1[O:3][C:4]([CH3:15])=[C:5]([C:7](=[N:13]O)[CH2:8][CH2:9][CH:10]([CH3:12])[CH3:11])[N:6]=1. Product: [CH3:1][C:2]1[O:3][C:4]([CH3:15])=[C:5]([CH:7]([NH2:13])[CH2:8][CH2:9][CH:10]([CH3:11])[CH3:12])[N:6]=1. The catalyst class is: 319. (4) Reactant: [C:1]1([CH:7]([NH:9][C:10]2[CH:15]=[C:14](F)[CH:13]=[CH:12][C:11]=2[C:17](=[O:22])[C:18]([F:21])([F:20])[F:19])[CH3:8])[CH:6]=[CH:5][CH:4]=[CH:3][CH:2]=1.[N:23]1([C:29]([O:31][C:32]([CH3:35])([CH3:34])[CH3:33])=[O:30])[CH2:28][CH2:27][NH:26][CH2:25][CH2:24]1.C(N(CC)C(C)C)(C)C. Product: [C:1]1([CH:7]([NH:9][C:10]2[CH:15]=[C:14]([N:26]3[CH2:25][CH2:24][N:23]([C:29]([O:31][C:32]([CH3:35])([CH3:34])[CH3:33])=[O:30])[CH2:28][CH2:27]3)[CH:13]=[CH:12][C:11]=2[C:17](=[O:22])[C:18]([F:21])([F:20])[F:19])[CH3:8])[CH:6]=[CH:5][CH:4]=[CH:3][CH:2]=1. The catalyst class is: 10. (5) The catalyst class is: 541. Product: [F:32][C:27]1[CH:26]=[C:25]([NH:24][C:22]([C:17]2[NH:18][C:19]3[C:15]([CH:16]=2)=[CH:14][C:13]([CH:10]2[CH2:11][CH2:12][NH:8][CH2:9]2)=[CH:21][CH:20]=3)=[O:23])[CH:30]=[C:29]([F:31])[CH:28]=1. Reactant: C([N:8]1[CH2:12][CH2:11][CH:10]([C:13]2[CH:14]=[C:15]3[C:19](=[CH:20][CH:21]=2)[NH:18][C:17]([C:22]([NH:24][C:25]2[CH:30]=[C:29]([F:31])[CH:28]=[C:27]([F:32])[CH:26]=2)=[O:23])=[CH:16]3)[CH2:9]1)C1C=CC=CC=1. (6) Reactant: [CH3:1][S:2](Cl)(=[O:4])=[O:3].[N:6]([C@@H:9]1[CH2:13][O:12][CH2:11][C@H:10]1[OH:14])=[N+:7]=[N-:8].N1C=CC=CC=1.C(=O)(O)[O-].[Na+]. Product: [CH3:1][S:2]([O:14][C@H:10]1[C@H:9]([N:6]=[N+:7]=[N-:8])[CH2:13][O:12][CH2:11]1)(=[O:4])=[O:3]. The catalyst class is: 4. (7) Reactant: [CH2:1]([N:8]1[C:12]2([CH2:17][CH2:16][N:15]([C:18](=[O:26])[C:19]3[CH:24]=[CH:23][C:22]([F:25])=[CH:21][CH:20]=3)[CH2:14][CH2:13]2)[NH:11][C@@H:10]([CH2:27][C:28]2[CH:33]=[CH:32][CH:31]=[CH:30][CH:29]=2)[C:9]1=[O:34])[C:2]1[CH:7]=[CH:6][CH:5]=[CH:4][CH:3]=1.O.C[Si]([Cl:40])(C)C.CCOCC. Product: [ClH:40].[CH2:1]([N:8]1[C:12]2([CH2:17][CH2:16][N:15]([C:18](=[O:26])[C:19]3[CH:20]=[CH:21][C:22]([F:25])=[CH:23][CH:24]=3)[CH2:14][CH2:13]2)[NH:11][C@@H:10]([CH2:27][C:28]2[CH:29]=[CH:30][CH:31]=[CH:32][CH:33]=2)[C:9]1=[O:34])[C:2]1[CH:7]=[CH:6][CH:5]=[CH:4][CH:3]=1. The catalyst class is: 573. (8) Reactant: [NH2:1][C@H:2]([C:22]([OH:24])=[O:23])[CH2:3][C:4]1[CH:11]=[C:9]([I:10])[C:8]([O:12][C:13]2[CH:20]=[C:18]([I:19])[C:17]([OH:21])=[C:15]([I:16])[CH:14]=2)=[C:6]([I:7])[CH:5]=1.C(N(CC)CC)C.[CH3:32][Si:33]([CH3:48])([CH3:47])[CH2:34][CH2:35][O:36][C:37](ON1C(=O)CCC1=O)=[O:38].S([O-])(O)(=O)=O.[K+]. Product: [CH3:32][Si:33]([CH2:34][CH2:35][O:36][C:37]([NH:1][C@H:2]([C:22]([OH:24])=[O:23])[CH2:3][C:4]1[CH:5]=[C:6]([I:7])[C:8]([O:12][C:13]2[CH:14]=[C:15]([I:16])[C:17]([OH:21])=[C:18]([I:19])[CH:20]=2)=[C:9]([I:10])[CH:11]=1)=[O:38])([CH3:48])[CH3:47]. The catalyst class is: 58.